From a dataset of NCI-60 drug combinations with 297,098 pairs across 59 cell lines. Regression. Given two drug SMILES strings and cell line genomic features, predict the synergy score measuring deviation from expected non-interaction effect. Drug 1: CC1=C2C(C(=O)C3(C(CC4C(C3C(C(C2(C)C)(CC1OC(=O)C(C(C5=CC=CC=C5)NC(=O)C6=CC=CC=C6)O)O)OC(=O)C7=CC=CC=C7)(CO4)OC(=O)C)O)C)OC(=O)C. Cell line: UACC62. Drug 2: CN(C(=O)NC(C=O)C(C(C(CO)O)O)O)N=O. Synergy scores: CSS=16.2, Synergy_ZIP=-2.10, Synergy_Bliss=-2.13, Synergy_Loewe=-33.7, Synergy_HSA=-4.03.